From a dataset of Catalyst prediction with 721,799 reactions and 888 catalyst types from USPTO. Predict which catalyst facilitates the given reaction. (1) Reactant: [CH3:1][O:2][C:3]1[CH:8]=[C:7](F)[CH:6]=[CH:5][C:4]=1[N+:10]([O-:12])=[O:11].Cl.Cl.[CH2:15]1[C@@H:20]2[CH2:21][NH:22][CH2:23][CH2:24][N:19]2[CH2:18][CH2:17][O:16]1.C([O-])([O-])=O.[K+].[K+]. Product: [CH3:1][O:2][C:3]1[CH:8]=[C:7]([N:22]2[CH2:23][CH2:24][N:19]3[C@H:20]([CH2:15][O:16][CH2:17][CH2:18]3)[CH2:21]2)[CH:6]=[CH:5][C:4]=1[N+:10]([O-:12])=[O:11]. The catalyst class is: 197. (2) Reactant: [CH3:1][S:2]([C:5]1[CH:10]=[C:9]([N+:11]([O-])=O)[CH:8]=[C:7]([N+:14]([O-:16])=[O:15])[CH:6]=1)(=[O:4])=[O:3].O.S.[Na]. Product: [CH3:1][S:2]([C:5]1[CH:10]=[C:9]([CH:8]=[C:7]([N+:14]([O-:16])=[O:15])[CH:6]=1)[NH2:11])(=[O:4])=[O:3]. The catalyst class is: 442. (3) Reactant: FC(F)(F)C(O)=O.C(OC(=O)[NH:14][C@@H:15]([CH2:31][N:32]1[CH2:37][C:36](=[O:38])[N:35]([C:39]2[CH:44]=[CH:43][CH:42]=[CH:41][C:40]=2[Cl:45])[CH2:34][C:33]1([CH3:47])[CH3:46])[C@@H:16]([OH:30])[CH2:17][C@H:18]([C:22](=[O:29])[NH:23][CH2:24][C:25]([CH3:28])([CH3:27])[CH3:26])[CH2:19][CH2:20][CH3:21])(C)(C)C.[C:49]([OH:56])(=[O:55])/[CH:50]=[CH:51]/[C:52]([OH:54])=[O:53].[CH3:57][C:58]([CH3:90])([CH3:89])[CH2:59][NH:60][C:61](=[O:88])[C@H:62]([CH2:85][CH2:86][CH3:87])[CH2:63][C@H:64]([OH:84])[C@@H:65]([NH2:83])[CH2:66][N:67]1[CH2:72][C:71](=[O:73])[N:70]([C:74]2[CH:79]=[CH:78][CH:77]=[CH:76][C:75]=2[Cl:80])[CH2:69][C:68]1([CH3:82])[CH3:81]. Product: [C:49]([OH:56])(=[O:55])/[CH:50]=[CH:51]/[C:52]([OH:54])=[O:53].[CH3:27][C:25]([CH3:26])([CH3:28])[CH2:24][NH:23][C:22](=[O:29])[C@H:18]([CH2:19][CH2:20][CH3:21])[CH2:17][C@H:16]([OH:30])[C@@H:15]([NH2:14])[CH2:31][N:32]1[CH2:37][C:36](=[O:38])[N:35]([C:39]2[CH:44]=[CH:43][CH:42]=[CH:41][C:40]=2[Cl:45])[CH2:34][C:33]1([CH3:46])[CH3:47].[NH2:83][C@@H:65]([CH2:66][N:67]1[CH2:72][C:71](=[O:73])[N:70]([C:74]2[CH:79]=[CH:78][CH:77]=[CH:76][C:75]=2[Cl:80])[CH2:69][C:68]1([CH3:81])[CH3:82])[C@@H:64]([OH:84])[CH2:63][C@@H:62]([CH2:85][CH2:86][CH3:87])[C:61]([NH:60][CH2:59][C:58]([CH3:90])([CH3:89])[CH3:57])=[O:88]. The catalyst class is: 61. (4) Reactant: [CH:1]1[C:6]2[C:7]3[NH:8][C:9]4[C:14]([C:15]=3[CH2:16][S:17][C:5]=2[CH:4]=[CH:3][CH:2]=1)=[CH:13][C:12]([OH:18])=[CH:11][CH:10]=4.N1C=CC=CC=1.[C:25](Cl)([C:27]([CH3:30])([CH3:29])[CH3:28])=[O:26]. Product: [CH:1]1[C:6]2[C:7]3[NH:8][C:9]4[C:14]([C:15]=3[CH2:16][S:17][C:5]=2[CH:4]=[CH:3][CH:2]=1)=[CH:13][C:12]([O:18][C:25](=[O:26])[C:27]([CH3:30])([CH3:29])[CH3:28])=[CH:11][CH:10]=4. The catalyst class is: 2. (5) Reactant: [O:1]1[CH2:6][CH2:5][O:4][C:3]2[CH:7]=[C:8]([C@@H:11]([O:15][C:16]3[CH:17]=[C:18]4[C:22](=[CH:23][CH:24]=3)[N:21]([C:25]3[CH:30]=[CH:29][C:28]([F:31])=[CH:27][CH:26]=3)[N:20]=[CH:19]4)[C@@H:12]([NH2:14])[CH3:13])[CH:9]=[CH:10][C:2]1=2.CCN(C(C)C)C(C)C.[CH:41]1([S:44](Cl)(=[O:46])=[O:45])[CH2:43][CH2:42]1. Product: [O:1]1[CH2:6][CH2:5][O:4][C:3]2[CH:7]=[C:8]([C@@H:11]([O:15][C:16]3[CH:17]=[C:18]4[C:22](=[CH:23][CH:24]=3)[N:21]([C:25]3[CH:26]=[CH:27][C:28]([F:31])=[CH:29][CH:30]=3)[N:20]=[CH:19]4)[C@@H:12]([NH:14][S:44]([CH:41]3[CH2:43][CH2:42]3)(=[O:46])=[O:45])[CH3:13])[CH:9]=[CH:10][C:2]1=2. The catalyst class is: 179.